From a dataset of Reaction yield outcomes from USPTO patents with 853,638 reactions. Predict the reaction yield, written as a fraction of the theoretical maximum amount of product (1.0 means a 100% yield; for example, 0.34 means a 34% yield). (1) The reactants are [Cl:1][C:2]1[CH:23]=[CH:22][C:5]2[C:6](=[CH:14][C:15]3[CH:16]=[C:17]([NH2:21])[CH:18]=[CH:19][CH:20]=3)[C:7]3[CH:8]=[CH:9][S:10][C:11]=3[CH2:12][CH2:13][C:4]=2[CH:3]=1.[Li]CCCC.[Cl:29]C(Cl)(Cl)C(Cl)(Cl)Cl. The catalyst is C1COCC1. The product is [Cl:29][C:9]1[S:10][C:11]2[CH2:12][CH2:13][C:4]3[CH:3]=[C:2]([Cl:1])[CH:23]=[CH:22][C:5]=3[C:6](=[CH:14][C:15]3[CH:16]=[C:17]([NH2:21])[CH:18]=[CH:19][CH:20]=3)[C:7]=2[CH:8]=1. The yield is 0.210. (2) The reactants are [Li+].C[Si]([N-][Si](C)(C)C)(C)C.[S:11]1[CH:15]=[CH:14][CH:13]=[C:12]1[C:16]#[N:17].Cl.[CH3:19][C:20]([O:23][C:24]([O:26]C(OC(C)(C)C)=O)=O)([CH3:22])[CH3:21].CC[N:36](C(C)C)C(C)C. The catalyst is C1COCC1. The product is [NH:17]=[C:16]([NH:36][C:24](=[O:26])[O:23][C:20]([CH3:22])([CH3:21])[CH3:19])[C:12]1[S:11][CH:15]=[CH:14][CH:13]=1. The yield is 0.500. (3) The reactants are Cl[C:2]1[N:7]=[C:6]([NH:8][C:9]2[CH:20]=[CH:19][CH:18]=[CH:17][C:10]=2[C:11]([NH:13][CH:14]([CH3:16])[CH3:15])=[O:12])[C:5]([Cl:21])=[CH:4][N:3]=1.[CH3:22][N:23]1[CH2:28][CH2:27][N:26]([C:29]2[CH:30]=[C:31]([CH:33]=[CH:34][CH:35]=2)[NH2:32])[CH2:25][CH2:24]1.Cl. The catalyst is C(O)(C)C. The product is [Cl:21][C:5]1[C:6]([NH:8][C:9]2[CH:20]=[CH:19][CH:18]=[CH:17][C:10]=2[C:11]([NH:13][CH:14]([CH3:16])[CH3:15])=[O:12])=[N:7][C:2]([NH:32][C:31]2[CH:33]=[CH:34][CH:35]=[C:29]([N:26]3[CH2:25][CH2:24][N:23]([CH3:22])[CH2:28][CH2:27]3)[CH:30]=2)=[N:3][CH:4]=1. The yield is 0.400. (4) The reactants are [N:1]1[NH:2][C:3](=[O:11])[CH:4]=[C:5]2[CH2:10][CH2:9][CH2:8][O:7][C:6]=12.[H-].[Na+].C1C=CC(N([S:21]([C:24]([F:27])([F:26])[F:25])(=[O:23])=[O:22])[S:21]([C:24]([F:27])([F:26])[F:25])(=[O:23])=[O:22])=CC=1. The catalyst is CN(C=O)C.C(OCC)(=O)C. The product is [F:25][C:24]([F:27])([F:26])[S:21]([O:11][C:3]1[N:2]=[N:1][C:6]2[O:7][CH2:8][CH2:9][CH2:10][C:5]=2[CH:4]=1)(=[O:23])=[O:22]. The yield is 0.800. (5) The reactants are [CH2:1]([C@@:4]1([C:20]2[CH:25]=[CH:24][C:23]([F:26])=[CH:22][CH:21]=2)[O:9][C:8](=[O:10])[N:7]([C@H:11]([C:13]2[CH:18]=[CH:17][C:16](Br)=[CH:15][CH:14]=2)[CH3:12])[CH2:6][CH2:5]1)[CH:2]=[CH2:3].[B:27]1([B:27]2[O:31][C:30]([CH3:33])([CH3:32])[C:29]([CH3:35])([CH3:34])[O:28]2)[O:31][C:30]([CH3:33])([CH3:32])[C:29]([CH3:35])([CH3:34])[O:28]1.CC([O-])=O.[K+].C(Cl)Cl. The catalyst is CS(C)=O.C1C=CC(P(C2C=CC=CC=2)[C-]2C=CC=C2)=CC=1.C1C=CC(P(C2C=CC=CC=2)[C-]2C=CC=C2)=CC=1.Cl[Pd]Cl.[Fe+2]. The product is [CH2:1]([C@@:4]1([C:20]2[CH:25]=[CH:24][C:23]([F:26])=[CH:22][CH:21]=2)[O:9][C:8](=[O:10])[N:7]([C@H:11]([C:13]2[CH:18]=[CH:17][C:16]([B:27]3[O:31][C:30]([CH3:33])([CH3:32])[C:29]([CH3:35])([CH3:34])[O:28]3)=[CH:15][CH:14]=2)[CH3:12])[CH2:6][CH2:5]1)[CH:2]=[CH2:3]. The yield is 0.870.